This data is from Reaction yield outcomes from USPTO patents with 853,638 reactions. The task is: Predict the reaction yield, written as a fraction of the theoretical maximum amount of product (1.0 means a 100% yield; for example, 0.34 means a 34% yield). (1) The reactants are [CH:1]1([N:6]2[C:14]3[CH:13]=[C:12]([CH:15]=O)[CH:11]=[C:10]([C:17]([NH:19][CH2:20][C:21]4[C:22](=[O:29])[NH:23][C:24]([CH3:28])=[CH:25][C:26]=4[CH3:27])=[O:18])[C:9]=3[CH:8]=[N:7]2)[CH2:5][CH2:4][CH2:3][CH2:2]1.C(O)(=O)C.[CH3:34][N:35]1[CH2:40][CH2:39][NH:38][CH2:37][CH2:36]1.[BH3-]C#N.[Na+]. The catalyst is CO. The product is [CH:1]1([N:6]2[C:14]3[CH:13]=[C:12]([CH2:15][N:38]4[CH2:39][CH2:40][N:35]([CH3:34])[CH2:36][CH2:37]4)[CH:11]=[C:10]([C:17]([NH:19][CH2:20][C:21]4[C:22](=[O:29])[NH:23][C:24]([CH3:28])=[CH:25][C:26]=4[CH3:27])=[O:18])[C:9]=3[CH:8]=[N:7]2)[CH2:5][CH2:4][CH2:3][CH2:2]1. The yield is 0.288. (2) The product is [CH3:65][N:58]1[C:59]([C:61]([O:63][CH3:64])=[O:62])=[CH:60][C:56]([NH:55][C:17](=[O:19])[CH2:16][CH2:15][CH2:14][CH2:13][O:12][C:5]2[C:6]3[C:11](=[CH:10][CH:9]=[CH:8][CH:7]=3)[C:2](=[O:1])[C:3](=[O:20])[CH:4]=2)=[CH:57]1. The reactants are [O:1]=[C:2]1[C:11]2[C:6](=[CH:7][CH:8]=[CH:9][CH:10]=2)[C:5]([O:12][CH2:13][CH2:14][CH2:15][CH2:16][C:17]([OH:19])=O)=[CH:4][C:3]1=[O:20].CN(C(ON1N=NC2C=CC=CC1=2)=[N+](C)C)C.F[P-](F)(F)(F)(F)F.CCN(C(C)C)C(C)C.Cl.[NH2:55][C:56]1[CH:60]=[C:59]([C:61]([O:63][CH3:64])=[O:62])[N:58]([CH3:65])[CH:57]=1. The catalyst is CN(C=O)C.CCOCC. The yield is 0.400. (3) The reactants are [CH3:1][C@@H:2]([NH:13][CH2:14][CH2:15][CH2:16][C:17]1[CH:18]=[CH:19][CH:20]=[C:21]([C:23]([F:26])([F:25])[F:24])[CH:22]=1)[C:3]1[CH:4]=[CH:5][CH:6]=[C:7]2[CH:12]=[CH:11][CH:10]=[CH:9][C:8]=12.[ClH:27]. The catalyst is C(OC(C)C)(C)C. The product is [CH3:1][C@@H:2]([NH:13][CH2:14][CH2:15][CH2:16][C:17]1[CH:18]=[CH:19][CH:20]=[C:21]([C:23]([F:24])([F:25])[F:26])[CH:22]=1)[C:3]1[CH:4]=[CH:5][CH:6]=[C:7]2[CH:12]=[CH:11][CH:10]=[CH:9][C:8]=12.[ClH:27]. The yield is 0.865. (4) The yield is 0.690. The catalyst is CN(C=O)C. The reactants are [CH2:1]([O:8][C:9]1[C:10](=[O:23])[CH:11]=[C:12](C(O)=O)[N:13]([CH2:15][C:16]([F:19])([F:18])[F:17])[CH:14]=1)[C:2]1[CH:7]=[CH:6][CH:5]=[CH:4][CH:3]=1. The product is [CH2:1]([O:8][C:9]1[C:10](=[O:23])[CH:11]=[CH:12][N:13]([CH2:15][C:16]([F:19])([F:18])[F:17])[CH:14]=1)[C:2]1[CH:3]=[CH:4][CH:5]=[CH:6][CH:7]=1. (5) The reactants are [C:1]([C:3]1[CH:4]=[C:5]([CH:9]=[C:10]([C:12]([F:15])([F:14])[F:13])[CH:11]=1)[C:6](O)=[O:7])#[N:2].Cl.[CH3:17][NH:18][O:19][CH3:20].C(N(CC)C(C)C)(C)C.CCOC(OC(OCC)=O)=O. The catalyst is O1CCCC1. The product is [C:1]([C:3]1[CH:4]=[C:5]([CH:9]=[C:10]([C:12]([F:15])([F:14])[F:13])[CH:11]=1)[C:6]([N:18]([O:19][CH3:20])[CH3:17])=[O:7])#[N:2]. The yield is 0.820. (6) The yield is 0.710. The product is [NH2:22][C:17]1[N:16]=[C:15]([C:13]2[CH:14]=[C:9]([OH:8])[CH:10]=[CH:11][C:12]=2[CH3:23])[CH:20]=[C:19]([Cl:21])[N:18]=1. The reactants are C([O:8][C:9]1[CH:10]=[CH:11][C:12]([CH3:23])=[C:13]([C:15]2[CH:20]=[C:19]([Cl:21])[N:18]=[C:17]([NH2:22])[N:16]=2)[CH:14]=1)C1C=CC=CC=1.ClB(Cl)Cl.C(=O)(O)[O-].[Na+]. The catalyst is ClCCl. (7) The reactants are Br[C:2]1[CH:10]=[CH:9][C:8]2[C:4](=[CH:5][N:6]([CH3:11])[N:7]=2)[C:3]=1[CH:12]1[CH2:14][CH:13]1[CH2:15][NH:16][C:17](=[O:19])[CH3:18].[N:20]1[CH:25]=[CH:24][CH:23]=[C:22](B(O)O)[CH:21]=1.C(=O)([O-])[O-].[Na+].[Na+].C(O)C. The catalyst is C(OCC)(=O)C.C1C=CC([P]([Pd]([P](C2C=CC=CC=2)(C2C=CC=CC=2)C2C=CC=CC=2)([P](C2C=CC=CC=2)(C2C=CC=CC=2)C2C=CC=CC=2)[P](C2C=CC=CC=2)(C2C=CC=CC=2)C2C=CC=CC=2)(C2C=CC=CC=2)C2C=CC=CC=2)=CC=1.C1(C)C=CC=CC=1. The product is [CH3:11][N:6]1[CH:5]=[C:4]2[C:8]([CH:9]=[CH:10][C:2]([C:22]3[CH:21]=[N:20][CH:25]=[CH:24][CH:23]=3)=[C:3]2[CH:12]2[CH2:14][CH:13]2[CH2:15][NH:16][C:17](=[O:19])[CH3:18])=[N:7]1. The yield is 0.940.